The task is: Predict the reaction yield, written as a fraction of the theoretical maximum amount of product (1.0 means a 100% yield; for example, 0.34 means a 34% yield).. This data is from Reaction yield outcomes from USPTO patents with 853,638 reactions. (1) The reactants are [Br:1][C:2]1[CH:16]=[CH:15][C:5]2[C:6]3[N:7]([CH:11]=[C:12](I)[N:13]=3)[CH2:8][CH2:9][O:10][C:4]=2[CH:3]=1.C[Si](C)(C)N[Si](C)(C)C.C[N:27]([CH:29]=[O:30])C. The catalyst is [Pd](Cl)Cl.C1(P(C2C=CC=CC=2)C2C=CC=CC=2)C=CC=CC=1.C1(P(C2C=CC=CC=2)C2C=CC=CC=2)C=CC=CC=1. The product is [Br:1][C:2]1[CH:16]=[CH:15][C:5]2[C:6]3[N:7]([CH:11]=[C:12]([C:29]([NH2:27])=[O:30])[N:13]=3)[CH2:8][CH2:9][O:10][C:4]=2[CH:3]=1. The yield is 0.620. (2) The reactants are F[C:2]1[C:11]2[C:6](=[CH:7][CH:8]=[CH:9][CH:10]=2)[C:5]([N+:12]([O-])=O)=[CH:4][CH:3]=1.[CH3:15][O:16][C:17]([C:19]1[CH:24]=[C:23]([OH:25])[CH:22]=[CH:21][N:20]=1)=[O:18].C([O-])([O-])=O.[K+].[K+]. The catalyst is CN(C=O)C.C(Cl)Cl.[Pd]. The product is [CH3:15][O:16][C:17]([C:19]1[CH:24]=[C:23]([O:25][C:2]2[C:11]3[C:6](=[CH:7][CH:8]=[CH:9][CH:10]=3)[C:5]([NH2:12])=[CH:4][CH:3]=2)[CH:22]=[CH:21][N:20]=1)=[O:18]. The yield is 0.520.